The task is: Predict the reactants needed to synthesize the given product.. This data is from Full USPTO retrosynthesis dataset with 1.9M reactions from patents (1976-2016). Given the product [Cl:1][C:2]1[N:10]=[C:9]2[C:5]([N:6]([CH2:21][C@H:22]3[CH2:23][CH2:24][C@H:25]([CH3:28])[CH2:26][CH2:27]3)[C:7]([C:11]([C:13]3[CH:18]=[CH:17][CH:16]=[CH:15][C:14]=3[O:19][CH3:20])([OH:12])[CH3:36])=[N:8]2)=[C:4]([C:29]2[CH:30]=[N:31][CH:32]=[C:33]([Cl:35])[CH:34]=2)[N:3]=1, predict the reactants needed to synthesize it. The reactants are: [Cl:1][C:2]1[N:10]=[C:9]2[C:5]([N:6]([CH2:21][C@H:22]3[CH2:27][CH2:26][C@H:25]([CH3:28])[CH2:24][CH2:23]3)[C:7]([C:11]([C:13]3[CH:18]=[CH:17][CH:16]=[CH:15][C:14]=3[O:19][CH3:20])=[O:12])=[N:8]2)=[C:4]([C:29]2[CH:30]=[N:31][CH:32]=[C:33]([Cl:35])[CH:34]=2)[N:3]=1.[CH3:36][Mg]Br.